The task is: Predict the reaction yield, written as a fraction of the theoretical maximum amount of product (1.0 means a 100% yield; for example, 0.34 means a 34% yield).. This data is from Reaction yield outcomes from USPTO patents with 853,638 reactions. (1) The reactants are [CH2:1]([O:3][C:4]1[CH:5]=[C:6]([CH:10]=[CH:11][C:12]=1[N+:13]([O-:15])=[O:14])[C:7](O)=[O:8])[CH3:2].C(N(CC)CC)C.ClC(OCC)=O.O.[NH2:30][NH2:31]. The catalyst is C1COCC1. The product is [CH2:1]([O:3][C:4]1[CH:5]=[C:6]([CH:10]=[CH:11][C:12]=1[N+:13]([O-:15])=[O:14])[C:7]([NH:30][NH2:31])=[O:8])[CH3:2]. The yield is 0.950. (2) The reactants are [Br:1][C:2]1[CH:18]=[CH:17][C:5]2[C:6]3[N:7]=[C:8]([C:14]([NH2:16])=O)[S:9][C:10]=3[CH2:11][CH2:12][O:13][C:4]=2[CH:3]=1.P(Cl)(Cl)(Cl)=O.O. The catalyst is N1C=CC=CC=1. The product is [Br:1][C:2]1[CH:18]=[CH:17][C:5]2[C:6]3[N:7]=[C:8]([C:14]#[N:16])[S:9][C:10]=3[CH2:11][CH2:12][O:13][C:4]=2[CH:3]=1. The yield is 0.720. (3) The reactants are Br[C:2]1[CH:3]=[C:4]2[C:9](=[CH:10][C:11]=1[Cl:12])[N:8]=[CH:7][N:6]=[C:5]2[CH:13]1[CH2:18][CH2:17][N:16]([C:19]([O:21][C:22]([CH3:25])([CH3:24])[CH3:23])=[O:20])[CH2:15][CH2:14]1.[Cl:26][C:27]1[CH:32]=[CH:31][CH:30]=[CH:29][C:28]=1B(O)O.C([O-])([O-])=O.[Na+].[Na+]. The catalyst is O1CCOCC1.C1C=CC([P]([Pd]([P](C2C=CC=CC=2)(C2C=CC=CC=2)C2C=CC=CC=2)([P](C2C=CC=CC=2)(C2C=CC=CC=2)C2C=CC=CC=2)[P](C2C=CC=CC=2)(C2C=CC=CC=2)C2C=CC=CC=2)(C2C=CC=CC=2)C2C=CC=CC=2)=CC=1. The product is [Cl:12][C:11]1[CH:10]=[C:9]2[C:4]([C:5]([CH:13]3[CH2:18][CH2:17][N:16]([C:19]([O:21][C:22]([CH3:25])([CH3:24])[CH3:23])=[O:20])[CH2:15][CH2:14]3)=[N:6][CH:7]=[N:8]2)=[CH:3][C:2]=1[C:28]1[CH:29]=[CH:30][CH:31]=[CH:32][C:27]=1[Cl:26]. The yield is 0.650.